Predict the reaction yield, written as a fraction of the theoretical maximum amount of product (1.0 means a 100% yield; for example, 0.34 means a 34% yield). From a dataset of Reaction yield outcomes from USPTO patents with 853,638 reactions. The reactants are [F:1][C:2]1[CH:3]=[N:4][CH:5]=[CH:6][C:7]=1[CH2:8][CH2:9]OS(C)(=O)=O.[C:15]([N:22]1[CH2:27][CH2:26][NH:25][CH2:24][CH2:23]1)([O:17][C:18]([CH3:21])([CH3:20])[CH3:19])=[O:16].C([O-])([O-])=O.[K+].[K+].[Na+].[I-].C([O-])([O-])=O.[Cs+].[Cs+]. The catalyst is CN(C=O)C.O.C(OCC)(=O)C.C(OCC)C. The product is [C:15]([N:22]1[CH2:23][CH2:24][N:25]([CH2:9][CH2:8][C:7]2[CH:6]=[CH:5][N:4]=[CH:3][C:2]=2[F:1])[CH2:26][CH2:27]1)([O:17][C:18]([CH3:21])([CH3:20])[CH3:19])=[O:16]. The yield is 0.840.